Dataset: Full USPTO retrosynthesis dataset with 1.9M reactions from patents (1976-2016). Task: Predict the reactants needed to synthesize the given product. (1) Given the product [Cl:19][C:20]1[CH:21]=[C:22]([CH:28]=[CH:29][C:30]=1[N:31]1[CH2:32][CH2:33][N:34]([CH2:16][C:6]2[CH:5]=[C:4]([O:3][CH:2]([F:18])[F:1])[C:9]3[O:10][CH:11]([CH3:15])[C:12](=[O:14])[NH:13][C:8]=3[CH:7]=2)[CH2:35][CH2:36]1)[C:23]([NH:25][CH2:26][CH3:27])=[O:24], predict the reactants needed to synthesize it. The reactants are: [F:1][CH:2]([F:18])[O:3][C:4]1[C:9]2[O:10][CH:11]([CH3:15])[C:12](=[O:14])[NH:13][C:8]=2[CH:7]=[C:6]([CH:16]=O)[CH:5]=1.[Cl:19][C:20]1[CH:21]=[C:22]([CH:28]=[CH:29][C:30]=1[N:31]1[CH2:36][CH2:35][NH:34][CH2:33][CH2:32]1)[C:23]([NH:25][CH2:26][CH3:27])=[O:24]. (2) Given the product [F:1][C:2]1[CH:3]=[CH:4][C:5]([OH:14])=[C:6]([C:8]2[CH:9]=[CH:10][N:11]=[CH:12][CH:13]=2)[CH:7]=1, predict the reactants needed to synthesize it. The reactants are: [F:1][C:2]1[CH:3]=[CH:4][C:5]([O:14]C2CCCCO2)=[C:6]([C:8]2[CH:13]=[CH:12][N:11]=[CH:10][CH:9]=2)[CH:7]=1.FC(F)(F)C(O)=O. (3) Given the product [CH3:1][O:2][C:3]1[CH:4]=[CH:5][C:6]([NH:9][C:10]2[C:15]([NH2:16])=[CH:14][N:13]=[C:12]([NH:19][C:20]3[CH:21]=[N:22][N:23]([C:25]4[CH:26]=[CH:27][CH:28]=[CH:29][CH:30]=4)[CH:24]=3)[N:11]=2)=[CH:7][CH:8]=1, predict the reactants needed to synthesize it. The reactants are: [CH3:1][O:2][C:3]1[CH:8]=[CH:7][C:6]([NH:9][C:10]2[C:15]([N+:16]([O-])=O)=[CH:14][N:13]=[C:12]([NH:19][C:20]3[CH:21]=[N:22][N:23]([C:25]4[CH:30]=[CH:29][CH:28]=[CH:27][CH:26]=4)[CH:24]=3)[N:11]=2)=[CH:5][CH:4]=1. (4) Given the product [C:1]([S:5][C:6]1[CH:11]=[CH:10][C:9]([C:12]2[CH:17]=[CH:16][C:15]([C:36]3[C:31]([C:30]4[C:29]([F:42])=[C:28]([F:43])[C:27]([F:44])=[C:26]([F:45])[C:25]=4[F:24])=[C:32]([F:41])[C:33]([F:40])=[C:34]([F:39])[C:35]=3[F:38])=[CH:14][CH:13]=2)=[CH:8][CH:7]=1)([CH3:4])([CH3:3])[CH3:2], predict the reactants needed to synthesize it. The reactants are: [C:1]([S:5][C:6]1[CH:11]=[CH:10][C:9]([C:12]2[CH:17]=[CH:16][C:15](Br)=[CH:14][CH:13]=2)=[CH:8][CH:7]=1)([CH3:4])([CH3:3])[CH3:2].C([Li])CCC.[F:24][C:25]1[C:30]([C:31]2[C:36](F)=[C:35]([F:38])[C:34]([F:39])=[C:33]([F:40])[C:32]=2[F:41])=[C:29]([F:42])[C:28]([F:43])=[C:27]([F:44])[C:26]=1[F:45].C(=O)(O)[O-].[Na+]. (5) The reactants are: [CH2:1]([O:3][C:4]([C:6]1[C:15](=[O:16])[C:14]2[C:9](=[CH:10][CH:11]=[C:12](I)[CH:13]=2)[N:8]([CH:18]2[CH2:20][CH2:19]2)[CH:7]=1)=[O:5])[CH3:2].[C:21]([O:25][C:26]([NH:28][CH2:29][C:30]#[CH:31])=[O:27])([CH3:24])([CH3:23])[CH3:22]. Given the product [CH2:1]([O:3][C:4]([C:6]1[C:15](=[O:16])[C:14]2[C:9](=[CH:10][CH:11]=[C:12]([C:31]#[C:30][CH2:29][NH:28][C:26]([O:25][C:21]([CH3:24])([CH3:23])[CH3:22])=[O:27])[CH:13]=2)[N:8]([CH:18]2[CH2:20][CH2:19]2)[CH:7]=1)=[O:5])[CH3:2], predict the reactants needed to synthesize it. (6) Given the product [CH3:9][O:8][C:5]1[CH:6]=[CH:7][C:2]([C:1]([C:19]2[CH:20]=[CH:21][C:16]([O:15][CH2:14][CH2:13][Br:12])=[CH:17][CH:18]=2)=[O:10])=[CH:3][CH:4]=1, predict the reactants needed to synthesize it. The reactants are: [C:1](Cl)(=[O:10])[C:2]1[CH:7]=[CH:6][C:5]([O:8][CH3:9])=[CH:4][CH:3]=1.[Br:12][CH2:13][CH2:14][O:15][C:16]1[CH:21]=[CH:20][CH:19]=[CH:18][CH:17]=1.[Cl-].[Al+3].[Cl-].[Cl-]. (7) The reactants are: [CH2:1]1[C:3]2([CH2:7][CH2:6][CH:5]([C:8]3[NH:12][C:11]4[CH:13]=[CH:14][CH:15]=[C:16]([C:17]([NH2:19])=[O:18])[C:10]=4[N:9]=3)[NH:4]2)[CH2:2]1.C=O.[C:22]([BH3-])#N.[Na+]. Given the product [CH3:22][N:4]1[CH:5]([C:8]2[NH:12][C:11]3[CH:13]=[CH:14][CH:15]=[C:16]([C:17]([NH2:19])=[O:18])[C:10]=3[N:9]=2)[CH2:6][CH2:7][C:3]21[CH2:2][CH2:1]2, predict the reactants needed to synthesize it. (8) Given the product [NH2:37][C:23]1[N:24]=[C:25]([C:27]2[CH:36]=[C:35]3[C:30]([CH2:31][CH2:32][N:33]([C:9]([N:2]([CH:3]4[CH2:8][CH2:7][CH2:6][CH2:5][CH2:4]4)[CH3:1])=[O:10])[CH2:34]3)=[CH:29][CH:28]=2)[CH:26]=[C:21]([N:18]2[CH2:17][CH2:16][N:15]([CH3:14])[CH2:20][CH2:19]2)[N:22]=1, predict the reactants needed to synthesize it. The reactants are: [CH3:1][NH:2][CH:3]1[CH2:8][CH2:7][CH2:6][CH2:5][CH2:4]1.[C:9](Cl)(Cl)=[O:10].Cl.[CH3:14][N:15]1[CH2:20][CH2:19][N:18]([C:21]2[CH:26]=[C:25]([C:27]3[CH:36]=[C:35]4[C:30]([CH2:31][CH2:32][NH:33][CH2:34]4)=[CH:29][CH:28]=3)[N:24]=[C:23]([NH2:37])[N:22]=2)[CH2:17][CH2:16]1. (9) Given the product [C:1]([O:5][C:6]([N:8]1[CH2:11][CH:10]([CH2:12][C:13]2[CH:14]=[C:15]3[C:24](=[CH:25][C:26]=2[C:27]([F:29])([F:28])[F:30])[O:23][CH2:22][C:21]2[N:16]3[CH:17]([CH3:40])[C:18](=[O:39])[NH:19][N:20]=2)[CH2:9]1)=[O:7])([CH3:4])([CH3:2])[CH3:3], predict the reactants needed to synthesize it. The reactants are: [C:1]([O:5][C:6]([N:8]1[CH2:11][CH:10]([CH2:12][C:13]2[CH:14]=[C:15]3[C:24](=[CH:25][C:26]=2[C:27]([F:30])([F:29])[F:28])[O:23][CH2:22][C:21]2[N:16]3[CH:17]([CH3:40])[C:18](=[O:39])[N:19](COCC[Si](C)(C)C)[N:20]=2)[CH2:9]1)=[O:7])([CH3:4])([CH3:3])[CH3:2].CCCC[N+](CCCC)(CCCC)CCCC.[F-]. (10) Given the product [Cl:18][CH:19]1[S:12][C:11]2[C:10]([C:16]#[N:17])=[CH:9][CH:8]=[C:7]([F:6])[C:15]=2[CH:20]1[Cl:21], predict the reactants needed to synthesize it. The reactants are: S(Cl)(Cl)(=O)=O.[F:6][C:7]1[C:15]2C=C[S:12][C:11]=2[C:10]([C:16]#[N:17])=[CH:9][CH:8]=1.[Cl:18][CH2:19][CH2:20][Cl:21].